From a dataset of Reaction yield outcomes from USPTO patents with 853,638 reactions. Predict the reaction yield, written as a fraction of the theoretical maximum amount of product (1.0 means a 100% yield; for example, 0.34 means a 34% yield). The reactants are [F:1][C:2]1[CH:7]=[C:6]([I:8])[CH:5]=[CH:4][C:3]=1[NH:9][C:10]1[C:11]([C:15]([OH:17])=O)=[CH:12][S:13][CH:14]=1.Cl.CN(C)CCCN=C=NCC.Cl.[OH:31][CH2:32][C:33]1([OH:37])[CH2:36][NH:35][CH2:34]1. The catalyst is CN(C)C1C=CN=CC=1.CN(C=O)C. The product is [F:1][C:2]1[CH:7]=[C:6]([I:8])[CH:5]=[CH:4][C:3]=1[NH:9][C:10]1[C:11]([C:15]([N:35]2[CH2:36][C:33]([CH2:32][OH:31])([OH:37])[CH2:34]2)=[O:17])=[CH:12][S:13][CH:14]=1. The yield is 1.00.